This data is from Peptide-MHC class I binding affinity with 185,985 pairs from IEDB/IMGT. The task is: Regression. Given a peptide amino acid sequence and an MHC pseudo amino acid sequence, predict their binding affinity value. This is MHC class I binding data. (1) The peptide sequence is KVGFIMLFH. The MHC is HLA-A02:16 with pseudo-sequence HLA-A02:16. The binding affinity (normalized) is 0.0847. (2) The peptide sequence is HLPELIWRS. The MHC is HLA-B46:01 with pseudo-sequence HLA-B46:01. The binding affinity (normalized) is 0.0847. (3) The peptide sequence is DRVVLQSKELL. The MHC is Mamu-B08 with pseudo-sequence Mamu-B08. The binding affinity (normalized) is 0.0923. (4) The peptide sequence is IPRLGGMAF. The MHC is HLA-A02:03 with pseudo-sequence HLA-A02:03. The binding affinity (normalized) is 0.0847.